From a dataset of Full USPTO retrosynthesis dataset with 1.9M reactions from patents (1976-2016). Predict the reactants needed to synthesize the given product. (1) Given the product [CH2:1]([N:3]1[C:7](=[O:8])[C:6](=[O:9])[CH2:5][NH:4]1)[CH3:2], predict the reactants needed to synthesize it. The reactants are: [CH2:1]([N:3]1[C:7](=[O:8])[C:6](=[O:9])[CH:5](C)[NH:4]1)[CH3:2].C(N1C(=O)C(=O)C(C2C=CC=CC=2)N1)C.C(N1C(=O)C(=O)C(C2C=CC(Cl)=CC=2)N1)C.C(N1C(=O)C(=O)C(C2C=CC=C(OC)C=2)N1)C.C(N1C(=O)C(=O)C(C2C=CC(OC)=CC=2)N1)C.C(N1C(=O)C(=O)C(C2C=CC=C([N+]([O-])=O)C=2)N1)C.C(N1C(=O)C(=O)C(C2C=CC(C)=CC=2)N1)C.C(N1C(=O)C(=O)C(OC)N1)C.C(N1C(=O)C(=O)C(OCC)N1)C.C(N1C(=O)C(=O)C(N(C)C)N1)C.C(N1C(=O)C(=O)C(N(CC)CC)N1)C.C(N1C(=O)C(=O)C(NC(=O)C)N1)C.C(N1C(=O)C(=O)C(C(O)=O)N1)C.C(N1C(=O)C(=O)C(C(OC)=O)N1)C.C(N1C(=O)C(=O)C(C(OCC)=O)N1)C. (2) Given the product [Cl:25][C:19]1[CH:20]=[CH:21][CH:22]=[C:23]([Cl:24])[C:18]=1[C:17]([NH:16][C:14]1[CH:13]=[CH:12][N:11]=[C:10]([NH:9][C:7]([C:4]2[S:3][C:2]([N:27]3[CH2:32][CH2:31][O:30][CH2:29][CH2:28]3)=[N:6][CH:5]=2)=[O:8])[CH:15]=1)=[O:26], predict the reactants needed to synthesize it. The reactants are: Br[C:2]1[S:3][C:4]([C:7]([NH:9][C:10]2[CH:15]=[C:14]([NH:16][C:17](=[O:26])[C:18]3[C:23]([Cl:24])=[CH:22][CH:21]=[CH:20][C:19]=3[Cl:25])[CH:13]=[CH:12][N:11]=2)=[O:8])=[CH:5][N:6]=1.[NH:27]1[CH2:32][CH2:31][O:30][CH2:29][CH2:28]1. (3) The reactants are: Cl.F[C:3]1[CH:17]=[C:16]([F:18])[CH:15]=[CH:14][C:4]=1[C:5](=[N:12][OH:13])[CH:6]1[CH2:11][CH2:10][NH:9][CH2:8][CH2:7]1.[OH-].[K+]. Given the product [F:18][C:16]1[CH:15]=[CH:14][C:4]2[C:5]([CH:6]3[CH2:11][CH2:10][NH:9][CH2:8][CH2:7]3)=[N:12][O:13][C:3]=2[CH:17]=1, predict the reactants needed to synthesize it. (4) Given the product [Cl:29][C:27]1[CH:28]=[C:23]([NH:1][C:2]2[N:7]=[CH:6][C:5]([N:8]3[CH2:13][CH2:12][N:11]([C:14]([O:16][C:17]([CH3:20])([CH3:19])[CH3:18])=[O:15])[CH2:10][C@@H:9]3[CH3:21])=[CH:4][CH:3]=2)[C:24](=[O:38])[N:25]([CH2:30][O:31][CH2:32][CH2:33][Si:34]([CH3:36])([CH3:35])[CH3:37])[N:26]=1, predict the reactants needed to synthesize it. The reactants are: [NH2:1][C:2]1[N:7]=[CH:6][C:5]([N:8]2[CH2:13][CH2:12][N:11]([C:14]([O:16][C:17]([CH3:20])([CH3:19])[CH3:18])=[O:15])[CH2:10][C@@H:9]2[CH3:21])=[CH:4][CH:3]=1.Br[C:23]1[C:24](=[O:38])[N:25]([CH2:30][O:31][CH2:32][CH2:33][Si:34]([CH3:37])([CH3:36])[CH3:35])[N:26]=[C:27]([Cl:29])[CH:28]=1.CC1(C)C2C(=C(P(C3C=CC=CC=3)C3C=CC=CC=3)C=CC=2)OC2C(P(C3C=CC=CC=3)C3C=CC=CC=3)=CC=CC1=2.C([O-])([O-])=O.[Cs+].[Cs+]. (5) Given the product [C:1]([OH:5])(=[O:4])[CH:2]=[CH2:3].[NH2:60][C:26]([O:30][CH2:31][CH3:32])=[O:29], predict the reactants needed to synthesize it. The reactants are: [C:1]([O:5]CC(C[O:5][C:1](=[O:4])[CH:2]=[CH2:3])(C[O:5][C:1](=[O:4])[CH:2]=[CH2:3])C[O:5][C:1](=[O:4])[CH:2]=[CH2:3])(=[O:4])[CH:2]=[CH2:3].[C:26]([O:30][CH2:31][C:32](CO)(COC(=O)C=C)COC(=O)C=C)(=[O:29])C=C.COC1C=CC(O)=CC=1.C(CCN=C=O)CCC[N:60]=C=O.